Dataset: Forward reaction prediction with 1.9M reactions from USPTO patents (1976-2016). Task: Predict the product of the given reaction. (1) The product is: [OH:20][C:21]1([CH2:24][O:25][C@H:26]2[CH2:27][CH2:28][C@H:29]([N:32]3[C:37](=[O:38])[C:36]([CH2:39][C:40]4[CH:41]=[CH:42][C:43]([C:46]5[CH:51]=[CH:50][CH:49]=[CH:48][C:47]=5[C:52]5[NH:53][C:4](=[O:7])[O:5][N:3]=5)=[CH:44][CH:45]=4)=[C:35]([CH2:54][CH2:55][CH3:56])[N:34]4[N:57]=[CH:58][N:59]=[C:33]34)[CH2:30][CH2:31]2)[CH2:22][CH2:23]1. Given the reactants [Cl-].O[NH3+:3].[C:4](=[O:7])([O-])[OH:5].[Na+].CS(C)=O.[Si]([O:20][C:21]1([CH2:24][O:25][C@H:26]2[CH2:31][CH2:30][C@H:29]([N:32]3[C:37](=[O:38])[C:36]([CH2:39][C:40]4[CH:45]=[CH:44][C:43]([C:46]5[C:47]([C:52]#[N:53])=[CH:48][CH:49]=[CH:50][CH:51]=5)=[CH:42][CH:41]=4)=[C:35]([CH2:54][CH2:55][CH3:56])[N:34]4[N:57]=[CH:58][N:59]=[C:33]34)[CH2:28][CH2:27]2)[CH2:23][CH2:22]1)(C(C)(C)C)(C)C, predict the reaction product. (2) The product is: [F:19][C:16]([F:17])([F:18])[S:13]([O:12][C:23]1[CH:24]=[CH:25][C:26]([C:29]2[CH:30]=[C:31]([C:34]([NH:36][CH2:37][CH2:38][N:39]3[CH2:40][CH2:41][O:42][CH2:43][CH2:44]3)=[O:35])[S:32][CH:33]=2)=[CH:27][CH:28]=1)(=[O:14])=[O:15]. Given the reactants N1C=CC=CC=1.FC(F)(F)S([O:12][S:13]([C:16]([F:19])([F:18])[F:17])(=[O:15])=[O:14])(=O)=O.O[C:23]1[CH:28]=[CH:27][C:26]([C:29]2[CH:30]=[C:31]([C:34]([NH:36][CH2:37][CH2:38][N:39]3[CH2:44][CH2:43][O:42][CH2:41][CH2:40]3)=[O:35])[S:32][CH:33]=2)=[CH:25][CH:24]=1, predict the reaction product. (3) Given the reactants [Br:1][C:2]1[CH:3]=[C:4]2[C:9](=[CH:10][CH:11]=1)[N:8]=[CH:7][C:6]([C:12]([CH:14]1[CH2:16][CH2:15]1)=[O:13])=[C:5]2Cl.[NH2:18][CH2:19][CH2:20][N:21]1[CH2:26][CH2:25][N:24]([C:27]([O:29][C:30]([CH3:33])([CH3:32])[CH3:31])=[O:28])[CH2:23][CH2:22]1, predict the reaction product. The product is: [Br:1][C:2]1[CH:3]=[C:4]2[C:9](=[CH:10][CH:11]=1)[N:8]=[CH:7][C:6]([C:12]([CH:14]1[CH2:16][CH2:15]1)=[O:13])=[C:5]2[NH:18][CH2:19][CH2:20][N:21]1[CH2:26][CH2:25][N:24]([C:27]([O:29][C:30]([CH3:33])([CH3:32])[CH3:31])=[O:28])[CH2:23][CH2:22]1. (4) Given the reactants Cl[C:2]1[C:11]2[C:6](=[CH:7][CH:8]=[C:9]([O:12][CH3:13])[CH:10]=2)[CH:5]=[C:4]([NH:14][C:15]2[CH:19]=[C:18]([CH3:20])[NH:17][N:16]=2)[N:3]=1.[CH3:21][O:22][C:23]1[CH:24]=[C:25](B(O)O)[CH:26]=[CH:27][CH:28]=1, predict the reaction product. The product is: [CH3:21][O:22][C:23]1[CH:28]=[C:27]([C:2]2[C:11]3[C:6](=[CH:7][CH:8]=[C:9]([O:12][CH3:13])[CH:10]=3)[CH:5]=[C:4]([NH:14][C:15]3[CH:19]=[C:18]([CH3:20])[NH:17][N:16]=3)[N:3]=2)[CH:26]=[CH:25][CH:24]=1. (5) Given the reactants Cl[C:2]1[N:7]=[C:6]([S:8][CH3:9])[N:5]=[C:4]([N:10]2[C:14]3[CH:15]=[CH:16][CH:17]=[C:18]([O:19][CH3:20])[C:13]=3[N:12]=[C:11]2[CH:21]([F:23])[F:22])[CH:3]=1.[N:24]1([C:30]([O:32][C:33]([CH3:36])([CH3:35])[CH3:34])=[O:31])[CH2:29][CH2:28][NH:27][CH2:26][CH2:25]1, predict the reaction product. The product is: [F:22][CH:21]([F:23])[C:11]1[N:10]([C:4]2[N:5]=[C:6]([S:8][CH3:9])[N:7]=[C:2]([N:27]3[CH2:26][CH2:25][N:24]([C:30]([O:32][C:33]([CH3:36])([CH3:35])[CH3:34])=[O:31])[CH2:29][CH2:28]3)[CH:3]=2)[C:14]2[CH:15]=[CH:16][CH:17]=[C:18]([O:19][CH3:20])[C:13]=2[N:12]=1. (6) Given the reactants [CH3:1][C:2]1[C:3]([CH2:9][N:10]([CH2:17][C:18]2[C:27]3[C:22](=[CH:23][CH:24]=[CH:25][CH:26]=3)[CH:21]=[CH:20][N:19]=2)[CH:11]2[CH2:16][CH2:15][NH:14][CH2:13][CH2:12]2)=[N:4][CH:5]=[C:6]([CH3:8])[CH:7]=1.CCN(C(C)C)C(C)C.[NH:37]1[CH:41]=[CH:40][N:39]=[C:38]1[NH:42][C:43](N1C=CN=C1)=[O:44], predict the reaction product. The product is: [NH:37]1[CH:41]=[CH:40][N:39]=[C:38]1[NH:42][C:43]([N:14]1[CH2:15][CH2:16][CH:11]([N:10]([CH2:9][C:3]2[C:2]([CH3:1])=[CH:7][C:6]([CH3:8])=[CH:5][N:4]=2)[CH2:17][C:18]2[C:27]3[C:22](=[CH:23][CH:24]=[CH:25][CH:26]=3)[CH:21]=[CH:20][N:19]=2)[CH2:12][CH2:13]1)=[O:44].